Dataset: Full USPTO retrosynthesis dataset with 1.9M reactions from patents (1976-2016). Task: Predict the reactants needed to synthesize the given product. (1) Given the product [CH2:12]([C:1]1[CH:6]=[CH:5][C:4]([O:7][CH2:8][C:9]([Cl:11])=[O:10])=[CH:3][CH:2]=1)[CH:13]([CH3:17])[CH3:14], predict the reactants needed to synthesize it. The reactants are: [C:1]1([CH3:12])[CH:6]=[CH:5][C:4]([O:7][CH2:8][C:9]([Cl:11])=[O:10])=[CH:3][CH:2]=1.[CH2:13]([C:17]1C=CC(OCC(O)=O)=CC=1)[CH:14](C)C.O=S(Cl)Cl. (2) Given the product [C:32]([N:29]1[CH2:28][CH2:27][CH:26]([C:23]2[CH:24]=[CH:25][C:20]([C:11]3[C:12]4[C:13](=[O:18])[NH:14][CH:15]=[CH:16][C:17]=4[N:9]([C:3]4[C:2]([F:1])=[CH:7][CH:6]=[CH:5][C:4]=4[F:8])[N:10]=3)=[CH:21][CH:22]=2)[CH2:31][CH2:30]1)(=[O:34])[CH3:33], predict the reactants needed to synthesize it. The reactants are: [F:1][C:2]1[CH:7]=[CH:6][CH:5]=[C:4]([F:8])[C:3]=1[N:9]1[C:17]2[CH:16]=[CH:15][N:14]=[C:13]([O:18]C)[C:12]=2[C:11]([C:20]2[CH:25]=[CH:24][C:23]([CH:26]3[CH2:31][CH2:30][N:29]([C:32](=[O:34])[CH3:33])[CH2:28][CH2:27]3)=[CH:22][CH:21]=2)=[N:10]1.[I-].[Na+].Cl[Si](C)(C)C.C(=O)([O-])O.[Na+]. (3) The reactants are: [Cl:1][C:2]1[CH:3]=[C:4]([C:12]#[N:13])[C:5]2[C:6](I)=[N:7][NH:8][C:9]=2[CH:10]=1.[O:14]1[CH:19]=[CH:18][CH2:17][CH2:16][CH2:15]1.[CH2:20]1COCC1. Given the product [Cl:1][C:2]1[CH:3]=[C:4]([C:12]#[N:13])[C:5]2[C:6]([CH3:20])=[N:7][N:8]([CH:19]3[CH2:18][CH2:17][CH2:16][CH2:15][O:14]3)[C:9]=2[CH:10]=1, predict the reactants needed to synthesize it. (4) Given the product [CH2:18]([S:17][C:12]1[CH:13]=[CH:14][CH:15]=[CH:16][C:11]=1[C:9]1[N:8]([CH3:20])[C:5]2=[N:6][CH:7]=[C:2]([CH:21]([CH3:23])[CH3:22])[CH:3]=[C:4]2[N:10]=1)[CH3:19], predict the reactants needed to synthesize it. The reactants are: Br[C:2]1[CH:3]=[C:4]2[N:10]=[C:9]([C:11]3[CH:16]=[CH:15][CH:14]=[CH:13][C:12]=3[S:17][CH2:18][CH3:19])[N:8]([CH3:20])[C:5]2=[N:6][CH:7]=1.[CH:21]([Zn]C(C)C)([CH3:23])[CH3:22]. (5) Given the product [F:1][C:2]1[CH:3]=[C:4]2[C:8](=[CH:9][C:10]=1[CH3:11])[N:7]([CH:12]1[CH2:13][CH2:14][N:15]([C:18]3([CH3:23])[CH2:22][CH2:21][N:20]([C:25]([O:26][CH3:27])=[O:28])[CH2:19]3)[CH2:16][CH2:17]1)[C:6](=[O:24])[CH2:5]2, predict the reactants needed to synthesize it. The reactants are: [F:1][C:2]1[CH:3]=[C:4]2[C:8](=[CH:9][C:10]=1[CH3:11])[N:7]([CH:12]1[CH2:17][CH2:16][N:15]([C:18]3([CH3:23])[CH2:22][CH2:21][NH:20][CH2:19]3)[CH2:14][CH2:13]1)[C:6](=[O:24])[CH2:5]2.[C:25](Cl)(=[O:28])[O:26][CH3:27]. (6) Given the product [C:8]1([NH:36][CH2:29][C:30]2[CH:35]=[CH:34][CH:33]=[CH:32][CH:31]=2)[CH:13]=[CH:12][CH:11]=[CH:10][CH:9]=1, predict the reactants needed to synthesize it. The reactants are: C([O-])([O-])=O.[K+].[K+].Br[C:8]1[CH:13]=[CH:12][CH:11]=[CH:10][CH:9]=1.C(C(C(C)(C)C)(C([O-])=O)C([O-])=O)(C)(C)C.[CH2:29]([NH2:36])[C:30]1[CH:35]=[CH:34][CH:33]=[CH:32][CH:31]=1.C(OCCCCCC)CCCCC. (7) Given the product [CH3:1][O:2][C:3]1[CH:8]=[CH:7][C:6]([S:9]([N:12]2[CH2:17][CH2:16][N:15]([CH2:25][C:26]#[N:27])[CH2:14][CH2:13]2)(=[O:11])=[O:10])=[CH:5][CH:4]=1, predict the reactants needed to synthesize it. The reactants are: [CH3:1][O:2][C:3]1[CH:8]=[CH:7][C:6]([S:9]([N:12]2[CH2:17][CH2:16][NH:15][CH2:14][CH2:13]2)(=[O:11])=[O:10])=[CH:5][CH:4]=1.C([O-])([O-])=O.[K+].[K+].Br[CH2:25][C:26]#[N:27].ClCCCl.CCO. (8) Given the product [Br:1][C:2]1[C:6]2=[N:7][CH:8]=[CH:9][CH:10]=[C:5]2[S:4][C:3]=1[NH:35][C:27](=[O:26])[O:46][C:42]([CH3:45])([CH3:44])[CH3:43], predict the reactants needed to synthesize it. The reactants are: [Br:1][C:2]1[C:6]2=[N:7][CH:8]=[CH:9][CH:10]=[C:5]2[S:4][C:3]=1C(O)=O.C1C=CC(OP([O:26][C:27]2C=CC=CC=2)(N=[N+]=[N-])=O)=CC=1.CC[N:35](C(C)C)C(C)C.[C:42]([OH:46])([CH3:45])([CH3:44])[CH3:43]. (9) The reactants are: B(F)(F)F.O(CC)CC.[CH:10]1([CH:16]([OH:18])[CH3:17])[CH2:15][CH2:14][CH2:13][CH2:12][CH2:11]1.[CH3:19][C:20]1([O:23][CH2:22]1)[CH3:21]. Given the product [CH:10]1([CH:16]([O:18][C:20]([CH3:21])([CH3:19])[CH2:22][OH:23])[CH3:17])[CH2:15][CH2:14][CH2:13][CH2:12][CH2:11]1, predict the reactants needed to synthesize it. (10) Given the product [NH2:8][CH2:9][C@:18]1([CH2:33][OH:34])[O:22][C@@H:21]([N:23]2[CH:31]=[C:29]([CH3:30])[C:27](=[O:28])[NH:26][C:24]2=[O:25])[CH2:20][C@@H:19]1[OH:32], predict the reactants needed to synthesize it. The reactants are: C1(C[NH:8][CH:9]([C@:18]2([CH2:33][OH:34])[O:22][C@@H:21]([N:23]3[CH:31]=[C:29]([CH3:30])[C:27](=[O:28])[NH:26][C:24]3=[O:25])[CH2:20][C@@H:19]2[OH:32])NCC2C=CC=CC=2)C=CC=CC=1.C(O)(=O)C.